Dataset: Full USPTO retrosynthesis dataset with 1.9M reactions from patents (1976-2016). Task: Predict the reactants needed to synthesize the given product. Given the product [Cl:1][C:2]1[CH:7]=[CH:6][C:5]([NH:8][C:9](=[O:10])[NH:32][C:29]2[CH:30]=[CH:31][C:26]([C:23]3[S:22][C:21]([C:19]([NH:18][C@@H:13]([CH:12]([CH3:35])[CH3:11])[C:14]([O:16][CH3:17])=[O:15])=[O:20])=[N:25][CH:24]=3)=[CH:27][CH:28]=2)=[CH:4][CH:3]=1, predict the reactants needed to synthesize it. The reactants are: [Cl:1][C:2]1[CH:7]=[CH:6][C:5]([N:8]=[C:9]=[O:10])=[CH:4][CH:3]=1.[CH3:11][CH:12]([CH3:35])[CH:13]([NH:18][C:19]([C:21]1[S:22][C:23]([C:26]2[CH:31]=[CH:30][C:29]([N+:32]([O-])=O)=[CH:28][CH:27]=2)=[CH:24][N:25]=1)=[O:20])[C:14]([O:16][CH3:17])=[O:15].